Dataset: Peptide-MHC class I binding affinity with 185,985 pairs from IEDB/IMGT. Task: Regression. Given a peptide amino acid sequence and an MHC pseudo amino acid sequence, predict their binding affinity value. This is MHC class I binding data. (1) The MHC is HLA-A31:01 with pseudo-sequence HLA-A31:01. The binding affinity (normalized) is 0.247. The peptide sequence is ELESLSKRER. (2) The peptide sequence is IFYGQLDL. The MHC is H-2-Kb with pseudo-sequence H-2-Kb. The binding affinity (normalized) is 0.324. (3) The peptide sequence is FAEGVIAFL. The MHC is HLA-B27:05 with pseudo-sequence HLA-B27:05. The binding affinity (normalized) is 0.0847. (4) The peptide sequence is SLMASSPTSI. The MHC is HLA-B44:03 with pseudo-sequence HLA-B44:03. The binding affinity (normalized) is 0.0847. (5) The peptide sequence is REFLTRNPA. The MHC is HLA-B40:02 with pseudo-sequence HLA-B40:02. The binding affinity (normalized) is 0.718. (6) The peptide sequence is LICYQIEYI. The MHC is HLA-A69:01 with pseudo-sequence HLA-A69:01. The binding affinity (normalized) is 0.0847. (7) The peptide sequence is IRMWNQAAL. The MHC is HLA-A80:01 with pseudo-sequence HLA-A80:01. The binding affinity (normalized) is 0.0847.